This data is from Reaction yield outcomes from USPTO patents with 853,638 reactions. The task is: Predict the reaction yield, written as a fraction of the theoretical maximum amount of product (1.0 means a 100% yield; for example, 0.34 means a 34% yield). (1) The reactants are [CH3:1][C:2]1[NH:3][C:4]2[C:9]([C:10]=1[C:11]([OH:13])=[O:12])=[CH:8][CH:7]=[CH:6][CH:5]=2.[H-].[Na+].[CH2:16](Br)[C:17]1[CH:22]=[CH:21][CH:20]=[CH:19][CH:18]=1. The catalyst is CN(C=O)C. The product is [CH2:16]([N:3]1[C:4]2[C:9](=[CH:8][CH:7]=[CH:6][CH:5]=2)[C:10]([C:11]([OH:13])=[O:12])=[C:2]1[CH3:1])[C:17]1[CH:22]=[CH:21][CH:20]=[CH:19][CH:18]=1. The yield is 0.780. (2) The reactants are [CH3:1][O:2][C:3](=[O:10])[CH2:4][CH:5]([NH2:9])[C:6]([OH:8])=[O:7].C([O-])([O-])=O.[Na+].[Na+].C(=O)=O.[CH3:20][C:21]([O:24][C:25](O[C:25]([O:24][C:21]([CH3:23])([CH3:22])[CH3:20])=[O:26])=[O:26])([CH3:23])[CH3:22]. The catalyst is O1CCOCC1.O. The product is [CH3:1][O:2][C:3](=[O:10])[CH2:4][CH:5]([NH:9][C:25]([O:24][C:21]([CH3:23])([CH3:22])[CH3:20])=[O:26])[C:6]([OH:8])=[O:7]. The yield is 0.740. (3) The product is [OH:8][C@@H:9]1[CH2:22][C@@H:12]2[O:13][C:14](=[O:21])[CH2:15][CH2:16][CH2:17][CH:18]=[CH:19][CH2:20][C@@H:11]2[C@H:10]1/[CH:23]=[CH:24]/[C@@H:25]([OH:38])[CH2:26][O:27][C:28]1[CH:33]=[CH:32][CH:31]=[C:30]([C:34]([F:37])([F:35])[F:36])[CH:29]=1. No catalyst specified. The yield is 0.800. The reactants are [Si]([O:8][C@@H:9]1[CH2:22][C@@H:12]2[O:13][C:14](=[O:21])[CH2:15][CH2:16][CH2:17][CH:18]=[CH:19][CH2:20][C@@H:11]2[C@H:10]1/[CH:23]=[CH:24]/[C@@H:25]([O:38][Si](CC)(CC)CC)[CH2:26][O:27][C:28]1[CH:33]=[CH:32][CH:31]=[C:30]([C:34]([F:37])([F:36])[F:35])[CH:29]=1)(C(C)(C)C)(C)C.CCCC[N+](CCCC)(CCCC)CCCC.[F-]. (4) The reactants are C(OC(OCC)C(=O)CC1C=CC(C)=CC=1)C.[CH:18]1[CH:23]=[CH:22][C:21]([CH2:24][C:25]2[NH:34][C:33]([C:35]3[CH:40]=[CH:39][C:38]([OH:41])=[CH:37][CH:36]=3)=[CH:32][N:31]3[C:26]=2[N:27]=[C:28]([CH2:42][C:43]2[CH:48]=[CH:47][C:46]([OH:49])=[CH:45][CH:44]=2)[C:29]3=[O:30])=[CH:20][CH:19]=1.Cl. The catalyst is O1CCOCC1.O. The product is [CH:18]1[CH:23]=[CH:22][C:21]([CH2:24][C:25]2[C:26]3[N:31]([CH:32]=[C:33]([C:35]4[CH:36]=[CH:37][C:38]([OH:41])=[CH:39][CH:40]=4)[N:34]=2)[C:29]([OH:30])=[C:28]([CH2:42][C:43]2[CH:48]=[CH:47][C:46]([OH:49])=[CH:45][CH:44]=2)[N:27]=3)=[CH:20][CH:19]=1. The yield is 0.604. (5) The catalyst is CC(O)=O. The yield is 0.950. The reactants are [NH2:1][CH2:2][C:3]1[CH:4]=[C:5]2[C:10](=[CH:11][C:12]=1[C:13]([F:16])([F:15])[F:14])[NH:9][C:8](=[O:17])[N:7]([NH:18][S:19]([CH3:22])(=[O:21])=[O:20])[C:6]2=[O:23].CO[CH:26]1[CH2:30][CH2:29][CH:28](OC)O1. The product is [O:17]=[C:8]1[N:7]([NH:18][S:19]([CH3:22])(=[O:20])=[O:21])[C:6](=[O:23])[C:5]2[C:10](=[CH:11][C:12]([C:13]([F:15])([F:16])[F:14])=[C:3]([CH2:2][N:1]3[CH:26]=[CH:30][CH:29]=[CH:28]3)[CH:4]=2)[NH:9]1. (6) The reactants are Br[C:2]1[CH:3]=[CH:4][C:5]2[O:11][CH2:10][CH2:9][N:8]3[C:12]([CH2:18][N:19]4[CH2:24][CH2:23][N:22]([CH3:25])[CH2:21][CH2:20]4)=[C:13]([C:15]([NH2:17])=[O:16])[N:14]=[C:7]3[C:6]=2[CH:26]=1.BrC1C=CC2OCCN3C(CN4CCCC4)=C(C(N)=O)N=C3C=2C=1.CN1CCNCC1.[CH3:58][C:59]([OH:63])([C:61]#[CH:62])[CH3:60]. No catalyst specified. The product is [OH:63][C:59]([CH3:60])([CH3:58])[C:61]#[C:62][C:2]1[CH:3]=[CH:4][C:5]2[O:11][CH2:10][CH2:9][N:8]3[C:12]([CH2:18][N:19]4[CH2:24][CH2:23][N:22]([CH3:25])[CH2:21][CH2:20]4)=[C:13]([C:15]([NH2:17])=[O:16])[N:14]=[C:7]3[C:6]=2[CH:26]=1. The yield is 0.230. (7) The reactants are [CH:1]([Si:5]([CH:9]([CH2:11][CH3:12])[CH3:10])([CH3:8])OC)([CH2:3][CH3:4])[CH3:2].[ClH:13]. No catalyst specified. The product is [CH:1]([Si:5]([CH:9]([CH2:11][CH3:12])[CH3:10])([CH3:8])[Cl:13])([CH2:3][CH3:4])[CH3:2]. The yield is 0.810.